This data is from Catalyst prediction with 721,799 reactions and 888 catalyst types from USPTO. The task is: Predict which catalyst facilitates the given reaction. (1) Reactant: [OH-].[Li+].[C:3]1([CH2:14][C:15]([O:17]C)=[O:16])[CH:8]=[CH:7][C:6]([CH2:9][C:10]([O:12][CH3:13])=[O:11])=[CH:5][CH:4]=1.C1COCC1.Cl. Product: [CH3:13][O:12][C:10](=[O:11])[CH2:9][C:6]1[CH:7]=[CH:8][C:3]([CH2:14][C:15]([OH:17])=[O:16])=[CH:4][CH:5]=1. The catalyst class is: 72. (2) Reactant: [C:1]([NH:24][C:25]1[CH:26]=[CH:27][C:28]([OH:35])=[C:29]([CH:34]=1)[C:30]([O:32]C)=[O:31])(=[O:23])[CH2:2][CH2:3][CH:4]=[CH:5][CH2:6][CH:7]=[CH:8][CH2:9][CH:10]=[CH:11][CH2:12][CH:13]=[CH:14][CH2:15][CH:16]=[CH:17][CH2:18][CH:19]=[CH:20][CH2:21][CH3:22].Cl. Product: [C:1]([NH:24][C:25]1[CH:26]=[CH:27][C:28]([OH:35])=[C:29]([CH:34]=1)[C:30]([OH:32])=[O:31])(=[O:23])[CH2:2][CH2:3][CH:4]=[CH:5][CH2:6][CH:7]=[CH:8][CH2:9][CH:10]=[CH:11][CH2:12][CH:13]=[CH:14][CH2:15][CH:16]=[CH:17][CH2:18][CH:19]=[CH:20][CH2:21][CH3:22]. The catalyst class is: 562. (3) Reactant: C(OC(=O)[N:7]([CH2:15][CH2:16]O)[C@H:8]1[CH2:13][CH2:12][C@H:11]([CH3:14])[CH2:10][CH2:9]1)(C)(C)C.CCOC(/N=N/C(OCC)=O)=O.C1(P(C2C=CC=CC=2)C2C=CC=CC=2)C=CC=CC=1.[C:50]1([SH:56])[CH:55]=[CH:54][CH:53]=[CH:52][CH:51]=1. The catalyst class is: 1. Product: [CH3:14][CH:11]1[CH2:10][CH2:9][CH:8]([NH:7][CH2:15][CH2:16][S:56][C:50]2[CH:55]=[CH:54][CH:53]=[CH:52][CH:51]=2)[CH2:13][CH2:12]1. (4) Product: [Br:1][C:2]1[CH:11]=[CH:10][C:5]([CH2:6][OH:7])=[CH:4][C:3]=1[CH3:12]. Reactant: [Br:1][C:2]1[CH:11]=[CH:10][C:5]([C:6](OC)=[O:7])=[CH:4][C:3]=1[CH3:12].[H-].[Al+3].[Li+].[H-].[H-].[H-].Cl. The catalyst class is: 1. (5) Reactant: [CH3:1][C:2]1[CH:3]=[C:4]([N:9]2[C:13]3[CH:14]=[C:15]([C:18]#[N:19])[CH:16]=[CH:17][C:12]=3[N:11]=[CH:10]2)[CH:5]=[CH:6][C:7]=1[CH3:8].[I:20][CH3:21]. Product: [I-:20].[C:18]([C:15]1[CH:16]=[CH:17][C:12]2[N+:11]([CH3:21])=[CH:10][N:9]([C:4]3[CH:5]=[CH:6][C:7]([CH3:8])=[C:2]([CH3:1])[CH:3]=3)[C:13]=2[CH:14]=1)#[N:19]. The catalyst class is: 23. (6) Reactant: [CH:1]([OH:4])([CH3:3])[CH3:2].[C:5]1([CH3:11])[CH:10]=[CH:9][CH:8]=[CH:7][CH:6]=1. Product: [CH:1]([OH:4])([CH3:3])[CH3:2].[C:5]1([CH3:11])[CH:10]=[CH:9][CH:8]=[CH:7][CH:6]=1. The catalyst class is: 6.